Predict the reactants needed to synthesize the given product. From a dataset of Full USPTO retrosynthesis dataset with 1.9M reactions from patents (1976-2016). Given the product [OH:17][C@@H:14]1[CH2:15][CH2:16][N:12]([C:3]2[C:2]([C:22]3[CH:23]=[N:18][CH:19]=[N:20][CH:21]=3)=[CH:11][C:6]([C:7]([O:9][CH3:10])=[O:8])=[CH:5][N:4]=2)[CH2:13]1, predict the reactants needed to synthesize it. The reactants are: Br[C:2]1[C:3]([N:12]2[CH2:16][CH2:15][C@@H:14]([OH:17])[CH2:13]2)=[N:4][CH:5]=[C:6]([CH:11]=1)[C:7]([O:9][CH3:10])=[O:8].[N:18]1[CH:23]=[C:22](B(O)O)[CH:21]=[N:20][CH:19]=1.C([O-])([O-])=O.[Na+].[Na+].